This data is from Reaction yield outcomes from USPTO patents with 853,638 reactions. The task is: Predict the reaction yield, written as a fraction of the theoretical maximum amount of product (1.0 means a 100% yield; for example, 0.34 means a 34% yield). (1) The reactants are Br[C:2]1[CH:3]=[C:4]([NH:8][S:9]([C:12]2[CH:17]=[CH:16][C:15]([F:18])=[CH:14][C:13]=2[F:19])(=[O:11])=[O:10])[CH:5]=[N:6][CH:7]=1.B1(B2OC(C)(C)C(C)(C)O2)OC(C)(C)C(C)(C)O1.C([O-])(=O)C.[K+].Cl[C:44]1[CH:45]=[CH:46][C:47]2[N:48]=[CH:49][N:50]=[C:51]([N:54]3[CH2:59][CH2:58][O:57][CH2:56][CH2:55]3)[C:52]=2[N:53]=1.C(=O)(O)[O-].[Na+]. The catalyst is C1C=CC(P(C2C=CC=CC=2)[C-]2C=CC=C2)=CC=1.C1C=CC(P(C2C=CC=CC=2)[C-]2C=CC=C2)=CC=1.Cl[Pd]Cl.[Fe+2].ClCCl.O1CCOCC1. The product is [F:19][C:13]1[CH:14]=[C:15]([F:18])[CH:16]=[CH:17][C:12]=1[S:9]([NH:8][C:4]1[CH:5]=[N:6][CH:7]=[C:2]([C:44]2[CH:45]=[CH:46][C:47]3[N:48]=[CH:49][N:50]=[C:51]([N:54]4[CH2:55][CH2:56][O:57][CH2:58][CH2:59]4)[C:52]=3[N:53]=2)[CH:3]=1)(=[O:11])=[O:10]. The yield is 0.740. (2) The reactants are Br[CH2:2][CH:3]1[CH2:5][CH2:4]1.[P:6]([O:15]C(C)C)([O:11][CH:12]([CH3:14])[CH3:13])[O:7][CH:8]([CH3:10])[CH3:9]. The catalyst is C(OCC)(=O)C. The product is [CH:8]([O:7][P:6]([CH2:2][CH:3]1[CH2:5][CH2:4]1)(=[O:15])[O:11][CH:12]([CH3:14])[CH3:13])([CH3:10])[CH3:9]. The yield is 0.940. (3) The reactants are [Cl:1][C:2]1[CH:3]=[C:4]2[C:8](=[CH:9][C:10]=1[Cl:11])[C:7](=[O:12])[N:6]([CH2:13][CH:14]1[O:23][CH2:22][CH2:21][C:16]3(OCC[O:17]3)[CH2:15]1)[C:5]2=[O:24].Cl. The catalyst is O1CCCC1. The product is [Cl:1][C:2]1[CH:3]=[C:4]2[C:8](=[CH:9][C:10]=1[Cl:11])[C:7](=[O:12])[N:6]([CH2:13][CH:14]1[CH2:15][C:16](=[O:17])[CH2:21][CH2:22][O:23]1)[C:5]2=[O:24]. The yield is 0.810. (4) The reactants are [Cl:1][C:2]1[C:3]([C:25]([O:27][CH2:28][CH3:29])=[O:26])=[CH:4][C:5]2[N:6]([C:9]([CH2:16][CH:17]3[CH2:22][CH2:21][C:20]([F:24])([F:23])[CH2:19][CH2:18]3)=[C:10]([C:12]([F:15])([F:14])[CH3:13])[N:11]=2)[C:7]=1[CH3:8].[Br:30]N1C(=O)CCC1=O.N(C(C)(C)C#N)=NC(C)(C)C#N.C(=O)([O-])O.[Na+]. The catalyst is ClC1C=CC=CC=1. The product is [Br:30][CH2:8][C:7]1[N:6]2[C:9]([CH2:16][CH:17]3[CH2:22][CH2:21][C:20]([F:24])([F:23])[CH2:19][CH2:18]3)=[C:10]([C:12]([F:15])([F:14])[CH3:13])[N:11]=[C:5]2[CH:4]=[C:3]([C:25]([O:27][CH2:28][CH3:29])=[O:26])[C:2]=1[Cl:1]. The yield is 0.740. (5) The reactants are [NH2:1][C:2]1[CH:10]=[C:9]2[C:5]([C:6]([C:15]#[N:16])=[CH:7][N:8]2[CH:11]2[CH2:14][CH2:13][CH2:12]2)=[CH:4][CH:3]=1.Br[CH2:18][CH2:19][O:20][CH2:21][CH2:22]Br.CCN(C(C)C)C(C)C. The catalyst is CN(C=O)C. The product is [CH:11]1([N:8]2[C:9]3[C:5](=[CH:4][CH:3]=[C:2]([N:1]4[CH2:22][CH2:21][O:20][CH2:19][CH2:18]4)[CH:10]=3)[C:6]([C:15]#[N:16])=[CH:7]2)[CH2:14][CH2:13][CH2:12]1. The yield is 0.850. (6) The reactants are C([O:3][C:4](=[O:27])[CH2:5][O:6][C:7]1[CH:12]=[C:11]([F:13])[CH:10]=[CH:9][C:8]=1[C:14](=[S:26])[NH:15][CH2:16][C:17]1[CH:22]=[CH:21][CH:20]=[C:19]([N+:23]([O-:25])=[O:24])[CH:18]=1)C.[OH-].[Na+]. The catalyst is C(O)C. The product is [F:13][C:11]1[CH:10]=[CH:9][C:8]([C:14](=[S:26])[NH:15][CH2:16][C:17]2[CH:22]=[CH:21][CH:20]=[C:19]([N+:23]([O-:25])=[O:24])[CH:18]=2)=[C:7]([CH:12]=1)[O:6][CH2:5][C:4]([OH:27])=[O:3]. The yield is 0.980. (7) The reactants are [F:1][C:2]1[CH:3]=[C:4]([C:9]2[CH:14]=[CH:13][C:12]([C:15]([NH:17][C@H:18]([C:31]([O:33][CH2:34][C:35]3[CH:40]=[CH:39][CH:38]=[CH:37][CH:36]=3)=[O:32])[CH2:19][CH2:20][C:21]([O:23][CH2:24][C:25]3[CH:30]=[CH:29][CH:28]=[CH:27][CH:26]=3)=[O:22])=[O:16])=[C:11]([N+:41]([O-])=O)[CH:10]=2)[CH:5]=[CH:6][C:7]=1[F:8].[H][H].CCCCCC. The catalyst is CO.C(OCC)(=O)C. The product is [NH2:41][C:11]1[CH:10]=[C:9]([C:4]2[CH:5]=[CH:6][C:7]([F:8])=[C:2]([F:1])[CH:3]=2)[CH:14]=[CH:13][C:12]=1[C:15]([NH:17][C@H:18]([C:31]([O:33][CH2:34][C:35]1[CH:36]=[CH:37][CH:38]=[CH:39][CH:40]=1)=[O:32])[CH2:19][CH2:20][C:21]([O:23][CH2:24][C:25]1[CH:26]=[CH:27][CH:28]=[CH:29][CH:30]=1)=[O:22])=[O:16]. The yield is 0.320. (8) The yield is 0.0570. The catalyst is ClCCCl. The product is [CH3:8][N:7]([CH:9]=[C:12]([CH2:13][CH2:14][CH3:15])[CH:11]=[O:16])[CH3:6]. The reactants are P(Cl)(Cl)(Cl)=O.[CH3:6][N:7]([CH:9]=O)[CH3:8].[CH:11](=[O:16])[CH2:12][CH2:13][CH2:14][CH3:15].C([O-])([O-])=O.[K+].[K+].CNC. (9) The reactants are [CH3:1][O:2][C:3]1[CH:34]=[CH:33][C:6]([O:7][C:8]2[CH:13]=[C:12]([CH3:14])[C:11]([C:15]3[N:16]=[C:17]([NH:20][C:21](=[O:31])[C:22]4[CH:27]=[CH:26][N:25]=[C:24]([N+:28]([O-])=O)[CH:23]=4)[S:18][CH:19]=3)=[C:10]([CH3:32])[CH:9]=2)=[CH:5][CH:4]=1. The catalyst is C(O)C.[Pd]. The product is [NH2:28][C:24]1[CH:23]=[C:22]([CH:27]=[CH:26][N:25]=1)[C:21]([NH:20][C:17]1[S:18][CH:19]=[C:15]([C:11]2[C:10]([CH3:32])=[CH:9][C:8]([O:7][C:6]3[CH:5]=[CH:4][C:3]([O:2][CH3:1])=[CH:34][CH:33]=3)=[CH:13][C:12]=2[CH3:14])[N:16]=1)=[O:31]. The yield is 0.590. (10) The reactants are [F:1][C:2]([F:35])([F:34])[C:3]1[CH:4]=[C:5]([CH:31]=[CH:32][CH:33]=1)[CH2:6][N:7]1[CH2:26][CH2:25][C:11]2([CH2:16][CH2:15][N:14]([C:17]3[S:18][C:19]([C:22](O)=[O:23])=[CH:20][N:21]=3)[CH2:13][CH2:12]2)[O:10][C:9]2[CH:27]=[CH:28][CH:29]=[CH:30][C:8]1=2.[CH3:36][N:37](C(ON1N=NC2C=CC=NC1=2)=[N+](C)C)C.F[P-](F)(F)(F)(F)F.CN.C1COCC1. The catalyst is CN(C)C=O.C(N(C(C)C)CC)(C)C. The product is [CH3:36][NH:37][C:22]([C:19]1[S:18][C:17]([N:14]2[CH2:13][CH2:12][C:11]3([O:10][C:9]4[CH:27]=[CH:28][CH:29]=[CH:30][C:8]=4[N:7]([CH2:6][C:5]4[CH:31]=[CH:32][CH:33]=[C:3]([C:2]([F:1])([F:34])[F:35])[CH:4]=4)[CH2:26][CH2:25]3)[CH2:16][CH2:15]2)=[N:21][CH:20]=1)=[O:23]. The yield is 0.820.